This data is from NCI-60 drug combinations with 297,098 pairs across 59 cell lines. The task is: Regression. Given two drug SMILES strings and cell line genomic features, predict the synergy score measuring deviation from expected non-interaction effect. (1) Drug 1: CC(C1=C(C=CC(=C1Cl)F)Cl)OC2=C(N=CC(=C2)C3=CN(N=C3)C4CCNCC4)N. Drug 2: COC1=NC(=NC2=C1N=CN2C3C(C(C(O3)CO)O)O)N. Cell line: 786-0. Synergy scores: CSS=9.19, Synergy_ZIP=-0.938, Synergy_Bliss=5.22, Synergy_Loewe=5.61, Synergy_HSA=5.69. (2) Drug 1: CC1C(C(CC(O1)OC2CC(CC3=C2C(=C4C(=C3O)C(=O)C5=C(C4=O)C(=CC=C5)OC)O)(C(=O)CO)O)N)O.Cl. Drug 2: COC1=C(C=C2C(=C1)N=CN=C2NC3=CC(=C(C=C3)F)Cl)OCCCN4CCOCC4. Synergy scores: CSS=2.48, Synergy_ZIP=-4.74, Synergy_Bliss=0.494, Synergy_Loewe=0.213, Synergy_HSA=0.300. Cell line: NCI-H522. (3) Drug 1: C1=CC(=CC=C1CC(C(=O)O)N)N(CCCl)CCCl.Cl. Drug 2: CC1=C(N=C(N=C1N)C(CC(=O)N)NCC(C(=O)N)N)C(=O)NC(C(C2=CN=CN2)OC3C(C(C(C(O3)CO)O)O)OC4C(C(C(C(O4)CO)O)OC(=O)N)O)C(=O)NC(C)C(C(C)C(=O)NC(C(C)O)C(=O)NCCC5=NC(=CS5)C6=NC(=CS6)C(=O)NCCC[S+](C)C)O. Cell line: ACHN. Synergy scores: CSS=65.4, Synergy_ZIP=0.408, Synergy_Bliss=0.758, Synergy_Loewe=-12.2, Synergy_HSA=4.50. (4) Drug 1: C1=CC(=CC=C1CCCC(=O)O)N(CCCl)CCCl. Drug 2: CC(C)CN1C=NC2=C1C3=CC=CC=C3N=C2N. Cell line: OVCAR-4. Synergy scores: CSS=1.56, Synergy_ZIP=0.705, Synergy_Bliss=2.03, Synergy_Loewe=-0.0237, Synergy_HSA=0.354. (5) Drug 1: C1CC(=O)NC(=O)C1N2C(=O)C3=CC=CC=C3C2=O. Drug 2: CC(C)CN1C=NC2=C1C3=CC=CC=C3N=C2N. Cell line: SW-620. Synergy scores: CSS=2.67, Synergy_ZIP=-0.0488, Synergy_Bliss=-1.65, Synergy_Loewe=-2.65, Synergy_HSA=-4.01. (6) Drug 1: C(CN)CNCCSP(=O)(O)O. Drug 2: N.N.Cl[Pt+2]Cl. Cell line: SNB-19. Synergy scores: CSS=19.8, Synergy_ZIP=-1.23, Synergy_Bliss=-1.34, Synergy_Loewe=-0.907, Synergy_HSA=-0.872.